From a dataset of Full USPTO retrosynthesis dataset with 1.9M reactions from patents (1976-2016). Predict the reactants needed to synthesize the given product. (1) Given the product [C:19]1([C:26]2[CH:27]=[CH:28][CH:29]=[CH:30][CH:31]=2)[CH:24]=[CH:23][CH:22]=[C:21]([O:1][CH2:2][CH2:3][CH2:4][C:5]2[C:13]3[C:8](=[CH:9][CH:10]=[CH:11][CH:12]=3)[NH:7][C:6]=2[C:14]([O:16][CH2:17][CH3:18])=[O:15])[CH:20]=1, predict the reactants needed to synthesize it. The reactants are: [OH:1][CH2:2][CH2:3][CH2:4][C:5]1[C:13]2[C:8](=[CH:9][CH:10]=[CH:11][CH:12]=2)[NH:7][C:6]=1[C:14]([O:16][CH2:17][CH3:18])=[O:15].[C:19]1([C:26]2[CH:31]=[CH:30][CH:29]=[CH:28][CH:27]=2)[CH:24]=[CH:23][CH:22]=[C:21](O)[CH:20]=1. (2) Given the product [OH2:20].[F:2][C:3]1[CH:8]=[CH:7][CH:6]=[CH:5][C:4]=1[C:39]1[CH:40]=[C:41]2[C:45](=[CH:46][CH:47]=1)[NH:44][N:43]=[C:42]2[C:48]([NH:50][CH2:51][CH:52]1[CH2:53][CH2:54][N:55]([CH2:58][C:59]2[O:63][C:62]([C:64]([OH:66])=[O:65])=[CH:61][CH:60]=2)[CH2:56][CH2:57]1)=[O:49], predict the reactants needed to synthesize it. The reactants are: O.[F:2][C:3]1[C:8](F)=[CH:7][CH:6]=[CH:5][C:4]=1C1C=C2C(=CC=1)NN=C2C(NCC1CCN(CC2OC=C(C(O)=O)N=2)CC1)=[O:20].Br[C:39]1[CH:40]=[C:41]2[C:45](=[CH:46][CH:47]=1)[NH:44][N:43]=[C:42]2[C:48]([NH:50][CH2:51][CH:52]1[CH2:57][CH2:56][N:55]([CH2:58][C:59]2[O:63][C:62]([C:64]([O:66]CC)=[O:65])=[CH:61][CH:60]=2)[CH2:54][CH2:53]1)=[O:49].FC1C=CC=CC=1B(O)O. (3) The reactants are: [CH3:1][NH:2][CH3:3].[Br:4][C:5]1[CH:6]=[CH:7][C:8]([I:15])=[C:9]([CH2:11][C:12](Cl)=[O:13])[CH:10]=1.CCOC(C)=O. Given the product [CH3:1][N:2]([CH3:3])[C:12](=[O:13])[CH2:11][C:9]1[CH:10]=[C:5]([Br:4])[CH:6]=[CH:7][C:8]=1[I:15], predict the reactants needed to synthesize it. (4) Given the product [C:24]([O:30][CH2:12][C:11]1[C:10]2[C:5](=[C:6]([Br:16])[C:7]([OH:15])=[C:8]([Br:14])[CH:9]=2)[O:4][C:3](=[O:17])[C:2]=1[Br:1])(=[O:25])[CH3:23], predict the reactants needed to synthesize it. The reactants are: [Br:1][C:2]1[C:3](=[O:17])[O:4][C:5]2[C:10]([C:11]=1[CH2:12]Cl)=[CH:9][C:8]([Br:14])=[C:7]([OH:15])[C:6]=2[Br:16].ClC1C=C2C(=CC=1O)[O:25][C:24](=[O:30])[CH:23]=C2CCl. (5) Given the product [F:6][C:7]([F:17])([F:18])[CH2:8][O:9][C:10]1[CH:11]=[CH:12][C:13]([O:16][CH2:21][CH:20]=[CH2:19])=[CH:14][CH:15]=1, predict the reactants needed to synthesize it. The reactants are: CN(C=O)C.[F:6][C:7]([F:18])([F:17])[CH2:8][O:9][C:10]1[CH:15]=[CH:14][C:13]([OH:16])=[CH:12][CH:11]=1.[CH2:19](Br)[CH:20]=[CH2:21].C(=O)([O-])[O-].[Cs+].[Cs+]. (6) Given the product [C:1]1([CH3:11])[CH:6]=[CH:5][C:4]([S:7]([O:34][CH2:33][CH2:32][CH:31]([CH3:35])[CH:19]([C:16]2[CH:15]=[CH:14][C:13]([F:12])=[CH:18][CH:17]=2)[C:20]([NH:22][NH:23][C:24]([O:26][C:27]([CH3:29])([CH3:30])[CH3:28])=[O:25])=[O:21])(=[O:9])=[O:8])=[CH:3][CH:2]=1, predict the reactants needed to synthesize it. The reactants are: [C:1]1([CH3:11])[CH:6]=[CH:5][C:4]([S:7](Cl)(=[O:9])=[O:8])=[CH:3][CH:2]=1.[F:12][C:13]1[CH:18]=[CH:17][C:16]([CH:19]([CH:31]([CH3:35])[CH2:32][CH2:33][OH:34])[C:20]([NH:22][NH:23][C:24]([O:26][C:27]([CH3:30])([CH3:29])[CH3:28])=[O:25])=[O:21])=[CH:15][CH:14]=1. (7) Given the product [CH2:40]([O:1][C:2]1[CH:27]=[CH:26][C:5]([CH2:6][NH:7][C:8]2[N:12]([C@@H:13]3[O:19][C@H:18]([CH2:20][OH:21])[C@@H:16]([OH:17])[C@H:14]3[OH:15])[C:11]3[CH:22]=[CH:23][CH:24]=[CH:25][C:10]=3[N:9]=2)=[CH:4][C:3]=1[O:28][CH2:29][CH2:30][CH2:31][CH2:32][OH:33])[CH3:41], predict the reactants needed to synthesize it. The reactants are: [OH:1][C:2]1[CH:27]=[CH:26][C:5]([CH2:6][NH:7][C:8]2[N:12]([C@@H:13]3[O:19][C@H:18]([CH2:20][OH:21])[C@@H:16]([OH:17])[C@H:14]3[OH:15])[C:11]3[CH:22]=[CH:23][CH:24]=[CH:25][C:10]=3[N:9]=2)=[CH:4][C:3]=1[O:28][CH2:29][CH2:30][CH2:31][CH2:32][OH:33].C(=O)([O-])[O-].[K+].[K+].[CH2:40](I)[CH3:41].